Dataset: Catalyst prediction with 721,799 reactions and 888 catalyst types from USPTO. Task: Predict which catalyst facilitates the given reaction. (1) Reactant: [F:1][C:2]([F:17])([F:16])[C:3]1[C:11]2[CH2:10][CH2:9][CH2:8][CH2:7][C:6]=2[N:5]([CH2:12][C:13]([OH:15])=O)[N:4]=1.C[N:19](C=O)C.O[N:24]=[C:25]([C:27]1C=NN2C(C(F)(F)F)=C[C:33]([C:40](F)(F)F)=[N:32][C:31]=12)[NH2:26].Cl.C(N=C=NCCCN(C)C)C.O.ON1C2C=CC=CC=2N=N1. Product: [N:19]1[CH:40]=[CH:33][N:32]=[CH:31][C:27]=1[C:25]1[N:24]=[C:13]([CH2:12][N:5]2[C:6]3[CH2:7][CH2:8][CH2:9][CH2:10][C:11]=3[C:3]([C:2]([F:1])([F:17])[F:16])=[N:4]2)[O:15][N:26]=1. The catalyst class is: 13. (2) Reactant: C([O:5][C:6]([CH:8]1[CH2:11][N:10]([C:12]2[C:22]([Cl:23])=[C:21]([NH2:24])[C:15]([C:16]([O:18][CH2:19][CH3:20])=[O:17])=[CH:14][N:13]=2)[CH2:9]1)=[O:7])(C)(C)C. Product: [ClH:23].[NH2:24][C:21]1[C:15]([C:16]([O:18][CH2:19][CH3:20])=[O:17])=[CH:14][N:13]=[C:12]([N:10]2[CH2:9][CH:8]([C:6]([OH:7])=[O:5])[CH2:11]2)[C:22]=1[Cl:23]. The catalyst class is: 89.